The task is: Predict the reactants needed to synthesize the given product.. This data is from Full USPTO retrosynthesis dataset with 1.9M reactions from patents (1976-2016). (1) Given the product [CH:12]([NH:11][C:8]1[CH:9]=[C:10]2[C:2]([CH:27]=[CH:26][C:25]([NH2:29])=[O:28])=[CH:3][N:4]([S:15]([C:18]3[CH:23]=[CH:22][C:21]([CH3:24])=[CH:20][CH:19]=3)(=[O:17])=[O:16])[C:5]2=[N:6][CH:7]=1)([CH3:14])[CH3:13], predict the reactants needed to synthesize it. The reactants are: I[C:2]1[C:10]2[C:5](=[N:6][CH:7]=[C:8]([NH:11][CH:12]([CH3:14])[CH3:13])[CH:9]=2)[N:4]([S:15]([C:18]2[CH:23]=[CH:22][C:21]([CH3:24])=[CH:20][CH:19]=2)(=[O:17])=[O:16])[CH:3]=1.[C:25]([NH2:29])(=[O:28])[CH:26]=[CH2:27].C(N(CC)CC)C. (2) Given the product [Br:26][C:22]1[CH:21]=[C:20]([C:11]2[N:7]([CH2:6][O:5][CH2:4][CH2:3][Si:2]([CH3:13])([CH3:12])[CH3:1])[N:8]=[CH:9][N:10]=2)[CH:25]=[CH:24][CH:23]=1, predict the reactants needed to synthesize it. The reactants are: [CH3:1][Si:2]([CH3:13])([CH3:12])[CH2:3][CH2:4][O:5][CH2:6][N:7]1[CH:11]=[N:10][CH:9]=[N:8]1.C([Li])CCC.I[C:20]1[CH:21]=[C:22]([Br:26])[CH:23]=[CH:24][CH:25]=1. (3) Given the product [F:19][C:20]1[CH:28]=[C:27]([C:29]2[CH:34]=[CH:33][CH:32]=[CH:31][N:30]=2)[CH:26]=[CH:25][C:21]=1[C:22]([NH:1][C:2]1[C:3]([OH:12])=[C:4]([CH:9]=[CH:10][CH:11]=1)[C:5]([O:7][CH3:8])=[O:6])=[O:23], predict the reactants needed to synthesize it. The reactants are: [NH2:1][C:2]1[C:3]([OH:12])=[C:4]([CH:9]=[CH:10][CH:11]=1)[C:5]([O:7][CH3:8])=[O:6].N1C=CC=CC=1.[F:19][C:20]1[CH:28]=[C:27]([C:29]2[CH:34]=[CH:33][CH:32]=[CH:31][N:30]=2)[CH:26]=[CH:25][C:21]=1[C:22](Cl)=[O:23].